From a dataset of Full USPTO retrosynthesis dataset with 1.9M reactions from patents (1976-2016). Predict the reactants needed to synthesize the given product. Given the product [CH3:11][O:10][C:9]1[C:8]([C:12]2[CH:17]=[CH:18][CH:13]=[CH:14][CH:15]=2)=[CH:7][C:4]([CH:5]=[O:6])=[CH:3][C:2]=1[CH3:33], predict the reactants needed to synthesize it. The reactants are: I[C:2]1[CH:3]=[C:4]([CH:7]=[C:8]([CH3:12])[C:9]=1[O:10][CH3:11])[CH:5]=[O:6].[C:13]1(B(O)O)[CH:18]=[CH:17]C=[CH:15][CH:14]=1.O.O.O.O.O.O.O.O.[OH-].[Ba+2].[OH-].[CH3:33]OCCOC.